From a dataset of Reaction yield outcomes from USPTO patents with 853,638 reactions. Predict the reaction yield, written as a fraction of the theoretical maximum amount of product (1.0 means a 100% yield; for example, 0.34 means a 34% yield). (1) The reactants are COCCN(S(F)(F)[F:11])CCOC.[CH2:14]([O:16][C:17](=[O:33])[C:18]1[CH:30]=[C:29]([CH2:31]O)[CH:28]=[C:20]([C:21]([N:23]([CH3:27])[CH2:24][CH2:25][CH3:26])=[O:22])[CH:19]=1)[CH3:15].C(=O)(O)[O-].[Na+]. The catalyst is ClCCl. The product is [CH2:14]([O:16][C:17](=[O:33])[C:18]1[CH:30]=[C:29]([CH2:31][F:11])[CH:28]=[C:20]([C:21]([N:23]([CH3:27])[CH2:24][CH2:25][CH3:26])=[O:22])[CH:19]=1)[CH3:15]. The yield is 0.290. (2) The reactants are I[C:2]1[CH:7]=[CH:6][N:5]=[C:4]([N:8]2[C:16]3[C:11](=[CH:12][CH:13]=[CH:14][CH:15]=3)[C:10]([C:17]([NH2:19])=[O:18])=[N:9]2)[CH:3]=1.[C:20]([C@:22]1([OH:29])[CH2:26][CH2:25][N:24]([CH3:27])[C:23]1=[O:28])#[CH:21]. No catalyst specified. The product is [OH:29][C@@:22]1([C:20]#[C:21][C:2]2[CH:7]=[CH:6][N:5]=[C:4]([N:8]3[C:16]4[C:11](=[CH:12][CH:13]=[CH:14][CH:15]=4)[C:10]([C:17]([NH2:19])=[O:18])=[N:9]3)[CH:3]=2)[CH2:26][CH2:25][N:24]([CH3:27])[C:23]1=[O:28]. The yield is 0.670.